Dataset: Full USPTO retrosynthesis dataset with 1.9M reactions from patents (1976-2016). Task: Predict the reactants needed to synthesize the given product. (1) The reactants are: [C:1]([C:4]1[CH:8]=[C:7]([CH3:9])[N:6]([C:10]2[CH:15]=[CH:14][C:13]([O:16][CH3:17])=[CH:12][C:11]=2[O:18][CH3:19])[C:5]=1[CH3:20])(=O)[CH3:2].[CH2:21]1[CH:23]([C:24](Cl)=O)C1.[Sn](Cl)(Cl)(Cl)Cl.[CH2:32](Cl)Cl.[NH2:35][NH2:36]. Given the product [CH:23]1([C:32]2[C:8]3=[C:7]([CH3:9])[N:6]([C:10]4[CH:15]=[CH:14][C:13]([O:16][CH3:17])=[CH:12][C:11]=4[O:18][CH3:19])[C:5]([CH3:20])=[C:4]3[C:1]([CH3:2])=[N:36][N:35]=2)[CH2:24][CH2:21]1, predict the reactants needed to synthesize it. (2) Given the product [Cl:28][C:16]1[C:17]([C:19]2[N:23]3[CH:24]=[CH:25][CH:26]=[CH:27][C:22]3=[N:21][CH:20]=2)=[N:18][C:13]([NH:12][C:9]2[CH:10]=[CH:11][C:6]([O:5][CH:3]3[CH2:2][N:1]([CH2:31][C@H:32]([OH:33])[CH3:34])[CH2:4]3)=[CH:7][C:8]=2[O:29][CH3:30])=[N:14][CH:15]=1, predict the reactants needed to synthesize it. The reactants are: [NH:1]1[CH2:4][CH:3]([O:5][C:6]2[CH:11]=[CH:10][C:9]([NH:12][C:13]3[N:18]=[C:17]([C:19]4[N:23]5[CH:24]=[CH:25][CH:26]=[CH:27][C:22]5=[N:21][CH:20]=4)[C:16]([Cl:28])=[CH:15][N:14]=3)=[C:8]([O:29][CH3:30])[CH:7]=2)[CH2:2]1.[CH3:31][C@@H:32]1[CH2:34][O:33]1. (3) Given the product [CH3:22][C:17]1([CH3:21])[CH2:16][C:14]2[N:15]=[C:11]([N:7]3[C:6]4[CH:23]=[C:2]([NH:1][C:25]5[N:26]=[N:27][C:28]([CH3:31])=[CH:29][CH:30]=5)[CH:3]=[CH:4][C:5]=4[O:10][CH2:9][CH2:8]3)[S:12][C:13]=2[C:19](=[O:20])[CH2:18]1, predict the reactants needed to synthesize it. The reactants are: [NH2:1][C:2]1[CH:3]=[CH:4][C:5]2[O:10][CH2:9][CH2:8][N:7]([C:11]3[S:12][C:13]4[C:19](=[O:20])[CH2:18][C:17]([CH3:22])([CH3:21])[CH2:16][C:14]=4[N:15]=3)[C:6]=2[CH:23]=1.Cl[C:25]1[N:26]=[N:27][C:28]([CH3:31])=[CH:29][CH:30]=1.CCN(C(C)C)C(C)C.